Dataset: Reaction yield outcomes from USPTO patents with 853,638 reactions. Task: Predict the reaction yield, written as a fraction of the theoretical maximum amount of product (1.0 means a 100% yield; for example, 0.34 means a 34% yield). (1) The reactants are [C:1]1([OH:11])[C:10]2[C:5](=[CH:6][CH:7]=[CH:8][CH:9]=2)[CH:4]=[CH:3][CH:2]=1.O.[C:13]1(C)[CH:18]=[CH:17][C:16](S(O)(=O)=O)=[CH:15][CH:14]=1.C1CCC=CC=1. The catalyst is C1(C)C=CC=CC=1. The product is [CH:9]1[C:10]2[C:1]3[O:11][C:14]4[CH2:15][CH2:16][CH2:17][CH2:18][C:13]=4[C:2]=3[CH:3]=[CH:4][C:5]=2[CH:6]=[CH:7][CH:8]=1. The yield is 0.250. (2) The reactants are [Cl:1][C:2]1[C:11]2[C:6](=[CH:7][C:8]([O:15][CH2:16][CH3:17])=[C:9]([O:12][CH2:13][CH3:14])[CH:10]=2)[N:5]=[CH:4][N:3]=1.[CH3:18][C:19]([C:21]1[CH:26]=[CH:25][CH:24]=[C:23]([NH2:27])[CH:22]=1)=[O:20]. The catalyst is CC(O)C. The product is [ClH:1].[CH2:13]([O:12][C:9]1[CH:10]=[C:11]2[C:6](=[CH:7][C:8]=1[O:15][CH2:16][CH3:17])[N:5]=[CH:4][N:3]=[C:2]2[NH:27][C:23]1[CH:22]=[C:21]([C:19](=[O:20])[CH3:18])[CH:26]=[CH:25][CH:24]=1)[CH3:14]. The yield is 0.870. (3) The reactants are O1CC[N:4]([CH:7]=[CH:8][C:9]#N)CC1.[CH3:11][C:12]1[NH:16][N:15]=[C:14]([NH2:17])[CH:13]=1. The catalyst is N1C=CC=CC=1. The product is [CH3:11][C:12]1[CH:13]=[C:14]2[N:17]=[CH:9][CH:8]=[C:7]([NH2:4])[N:15]2[N:16]=1. The yield is 0.370. (4) The reactants are C[O:2][C:3]([C:5]1[N:6]([CH2:31][CH:32]=O)[CH:7]=[C:8]([C:20](=[O:30])[NH:21][CH2:22][C:23]2[CH:28]=[CH:27][C:26]([F:29])=[CH:25][CH:24]=2)[C:9](=[O:19])[C:10]=1[O:11][CH2:12][C:13]1[CH:18]=[CH:17][CH:16]=[CH:15][CH:14]=1)=O.[NH2:34][C@@H:35]([CH3:42])[CH2:36][CH2:37][NH:38][CH:39]([CH3:41])[CH3:40].C(O)(=O)C. The catalyst is ClCCl. The product is [F:29][C:26]1[CH:25]=[CH:24][C:23]([CH2:22][NH:21][C:20]([C:8]2[C:9](=[O:19])[C:10]([O:11][CH2:12][C:13]3[CH:18]=[CH:17][CH:16]=[CH:15][CH:14]=3)=[C:5]3[C:3](=[O:2])[N:34]4[C@@H:35]([CH3:42])[CH2:36][CH2:37][N:38]([CH:39]([CH3:41])[CH3:40])[C@@H:32]4[CH2:31][N:6]3[CH:7]=2)=[O:30])=[CH:28][CH:27]=1. The yield is 0.560. (5) The reactants are C(OC([N:8]1[C:16]2[C:11](=[CH:12][C:13]([CH2:17][CH2:18][CH2:19][CH2:20][CH2:21][N:22]([CH2:24][CH:25]=[CH2:26])[CH3:23])=[CH:14][CH:15]=2)[CH2:10][CH2:9]1)=O)(C)(C)C.C(O)(C(F)(F)F)=O. The catalyst is C(Cl)Cl. The product is [CH2:24]([N:22]([CH2:21][CH2:20][CH2:19][CH2:18][CH2:17][C:13]1[CH:12]=[C:11]2[C:16](=[CH:15][CH:14]=1)[NH:8][CH2:9][CH2:10]2)[CH3:23])[CH:25]=[CH2:26]. The yield is 0.940. (6) The reactants are [C:1]([O:5][C:6]([N:8]1[CH2:19][CH:18]2[CH2:20][CH:10]([CH2:11][C:12]3[C:13]([O:21]C)=[N:14][CH:15]=[CH:16][C:17]=32)[CH2:9]1)=[O:7])([CH3:4])([CH3:3])[CH3:2].[CH3:23]I. No catalyst specified. The product is [C:1]([O:5][C:6]([N:8]1[CH2:19][CH:18]2[CH2:20][CH:10]([CH2:11][C:12]3[C:13](=[O:21])[N:14]([CH3:23])[CH:15]=[CH:16][C:17]=32)[CH2:9]1)=[O:7])([CH3:4])([CH3:2])[CH3:3]. The yield is 0.560.